The task is: Predict the product of the given reaction.. This data is from Forward reaction prediction with 1.9M reactions from USPTO patents (1976-2016). (1) Given the reactants [Br:1][C:2]1[CH:3]=[C:4]([N:10]([C:18]2[CH:23]=[CH:22][C:21]([C:24](N3CCOCC3)=[O:25])=[CH:20][N:19]=2)[C:11](=[O:17])[O:12][C:13]([CH3:16])([CH3:15])[CH3:14])[C:5](=[O:9])[N:6]([CH3:8])[CH:7]=1, predict the reaction product. The product is: [C:13]([O:12][C:11](=[O:17])[N:10]([C:4]1[C:5](=[O:9])[N:6]([CH3:8])[CH:7]=[C:2]([Br:1])[CH:3]=1)[C:18]1[CH:23]=[CH:22][C:21]([CH:24]=[O:25])=[CH:20][N:19]=1)([CH3:16])([CH3:14])[CH3:15]. (2) Given the reactants [NH:1]1[CH2:9][CH2:8][NH:7][CH2:6][CH2:5][NH:4][CH2:3][CH2:2]1.[C:10]1([CH2:16][C:17](P(=O)(OCC)OCC)=[O:18])[CH:15]=[CH:14][CH:13]=[CH:12][CH:11]=1, predict the reaction product. The product is: [C:10]1([CH2:16][C:17]([N:1]2[CH2:9][CH2:8][N:7]([C:17](=[O:18])[CH2:16][C:10]3[CH:15]=[CH:14][CH:13]=[CH:12][CH:11]=3)[CH2:6][CH2:5][N:4]([C:17](=[O:18])[CH2:16][C:10]3[CH:11]=[CH:12][CH:13]=[CH:14][CH:15]=3)[CH2:3][CH2:2]2)=[O:18])[CH:15]=[CH:14][CH:13]=[CH:12][CH:11]=1. (3) Given the reactants [Cl:1][C:2]1[N:9]=[C:8]([Cl:10])[CH:7]=[CH:6][C:3]=1[CH:4]=[O:5].[CH2:11](O)[CH2:12][OH:13].CC1C=CC(S(O)(=O)=O)=CC=1, predict the reaction product. The product is: [Cl:1][C:2]1[C:3]([CH:4]2[O:13][CH2:12][CH2:11][O:5]2)=[CH:6][CH:7]=[C:8]([Cl:10])[N:9]=1. (4) Given the reactants [CH:1]1[C:11]2[CH2:10][CH2:9][C:8]3[CH:12]=[CH:13][CH:14]=[CH:15][C:7]=3[C:6](=[C:16]3[CH2:21][CH2:20][CH2:19][CH:18]([NH2:22])[CH2:17]3)[C:5]=2[CH:4]=[CH:3][CH:2]=1.C(N(CC)CC)C.[Cl:30][C:31]1[CH:36]=[CH:35][C:34]([S:37](Cl)(=[O:39])=[O:38])=[CH:33][CH:32]=1, predict the reaction product. The product is: [CH:12]1[C:8]2[CH2:9][CH2:10][C:11]3[CH:1]=[CH:2][CH:3]=[CH:4][C:5]=3[C:6](=[C:16]3[CH2:21][CH2:20][CH2:19][CH:18]([NH:22][S:37]([C:34]4[CH:35]=[CH:36][C:31]([Cl:30])=[CH:32][CH:33]=4)(=[O:39])=[O:38])[CH2:17]3)[C:7]=2[CH:15]=[CH:14][CH:13]=1. (5) Given the reactants [C:1]([O:5][C:6]([N:8]1[CH2:13][CH2:12][N:11]([C:14]2[C:19]([Cl:20])=[CH:18][C:17]([C:21]([OH:23])=[O:22])=[CH:16][N:15]=2)[CH2:10][CH2:9]1)=[O:7])([CH3:4])([CH3:3])[CH3:2].[C:24]([O-])([O-])=O.[K+].[K+].CI, predict the reaction product. The product is: [C:1]([O:5][C:6]([N:8]1[CH2:9][CH2:10][N:11]([C:14]2[C:19]([Cl:20])=[CH:18][C:17]([C:21]([O:23][CH3:24])=[O:22])=[CH:16][N:15]=2)[CH2:12][CH2:13]1)=[O:7])([CH3:4])([CH3:2])[CH3:3]. (6) Given the reactants [Cl:1][C:2]1[CH:7]=[CH:6][C:5]([N:8]2[C:12]([C:13]([F:16])([F:15])[F:14])=[C:11]([C:17](Cl)=[O:18])[CH:10]=[N:9]2)=[CH:4][CH:3]=1.[NH2:20][C:21]1[CH:26]=[CH:25][N:24]=[CH:23][CH:22]=1.N1C=CC=CC=1, predict the reaction product. The product is: [N:24]1[CH:25]=[CH:26][C:21]([NH:20][C:17]([C:11]2[CH:10]=[N:9][N:8]([C:5]3[CH:6]=[CH:7][C:2]([Cl:1])=[CH:3][CH:4]=3)[C:12]=2[C:13]([F:16])([F:15])[F:14])=[O:18])=[CH:22][CH:23]=1. (7) The product is: [ClH:28].[Cl:28][C:29]1[CH:37]=[CH:36][CH:35]=[C:34]([F:38])[C:30]=1[C:31]([NH:21][C:17]1[CH:18]=[CH:19][CH:20]=[C:15]([O:14][CH:11]2[CH2:10][CH2:9][NH:8][CH2:13][CH2:12]2)[CH:16]=1)=[O:32]. Given the reactants C(OC([N:8]1[CH2:13][CH2:12][CH:11]([O:14][C:15]2[CH:20]=[CH:19][CH:18]=[C:17]([NH2:21])[CH:16]=2)[CH2:10][CH2:9]1)=O)(C)(C)C.N1CCOCC1.[Cl:28][C:29]1[CH:37]=[CH:36][CH:35]=[C:34]([F:38])[C:30]=1[C:31](Cl)=[O:32].C(O)C(N)(CO)CO, predict the reaction product. (8) Given the reactants [NH2:1][C:2]1[CH:3]=[N:4][CH:5]=[CH:6][C:7]=1[C:8]1[N:13]=[C:12]([C:14]([F:17])([F:16])[F:15])[N:11]=[C:10]([NH:18][C:19](=[O:25])[O:20][C:21]([CH3:24])([CH3:23])[CH3:22])[CH:9]=1.[NH2:26][C:27]1[C:28]([C:34](O)=[O:35])=[N:29][C:30]([Br:33])=[CH:31][CH:32]=1.C1C=NC2N(O)N=NC=2C=1.C(Cl)CCl, predict the reaction product. The product is: [NH2:26][C:27]1[C:28]([C:34]([NH:1][C:2]2[CH:3]=[N:4][CH:5]=[CH:6][C:7]=2[C:8]2[N:13]=[C:12]([C:14]([F:15])([F:16])[F:17])[N:11]=[C:10]([NH:18][C:19](=[O:25])[O:20][C:21]([CH3:22])([CH3:24])[CH3:23])[CH:9]=2)=[O:35])=[N:29][C:30]([Br:33])=[CH:31][CH:32]=1.